Binary Classification. Given a T-cell receptor sequence (or CDR3 region) and an epitope sequence, predict whether binding occurs between them. From a dataset of TCR-epitope binding with 47,182 pairs between 192 epitopes and 23,139 TCRs. (1) The epitope is KLGGALQAK. Result: 0 (the TCR does not bind to the epitope). The TCR CDR3 sequence is CASSFEGGGDTQYF. (2) The epitope is KLSYGIATV. The TCR CDR3 sequence is CAISSPSGSLYNEQFF. Result: 1 (the TCR binds to the epitope). (3) The epitope is TLVPQEHYV. The TCR CDR3 sequence is CASSLYFYNEQFF. Result: 0 (the TCR does not bind to the epitope). (4) The epitope is ATDALMTGY. The TCR CDR3 sequence is CASEAGTVNTNTQYF. Result: 1 (the TCR binds to the epitope). (5) The epitope is YVFCTVNAL. The TCR CDR3 sequence is CASSLVRRGAYEQYF. Result: 0 (the TCR does not bind to the epitope). (6) The epitope is FSKQLQQSM. The TCR CDR3 sequence is CASSTGLAGVYQETQYF. Result: 0 (the TCR does not bind to the epitope).